This data is from Catalyst prediction with 721,799 reactions and 888 catalyst types from USPTO. The task is: Predict which catalyst facilitates the given reaction. Reactant: [NH2:1][CH:2]1[CH2:7][CH2:6][CH:5]([C:8]([OH:10])=[O:9])[CH2:4][CH2:3]1.O=S(Cl)Cl.[CH3:15][CH2:16]OCC. Product: [CH2:15]([O:9][C:8]([CH:5]1[CH2:6][CH2:7][CH:2]([NH2:1])[CH2:3][CH2:4]1)=[O:10])[CH3:16]. The catalyst class is: 14.